Dataset: Full USPTO retrosynthesis dataset with 1.9M reactions from patents (1976-2016). Task: Predict the reactants needed to synthesize the given product. (1) Given the product [Na+:25].[Na+:25].[Br:1][C:2]1[CH:14]=[CH:13][C:12]2[C:11]3[C:6](=[CH:7][C:8]([Br:15])=[CH:9][CH:10]=3)[C:5]([CH2:23][CH2:16][CH2:17][CH2:18][S:19]([O-:21])(=[O:20])=[O:24])([CH2:23][CH2:16][CH2:17][CH2:18][S:19]([O-:22])(=[O:21])=[O:20])[C:4]=2[CH:3]=1, predict the reactants needed to synthesize it. The reactants are: [Br:1][C:2]1[CH:14]=[CH:13][C:12]2[C:11]3[C:6](=[CH:7][C:8]([Br:15])=[CH:9][CH:10]=3)[CH2:5][C:4]=2[CH:3]=1.[CH2:16]1[CH2:23][O:22][S:19](=[O:21])(=[O:20])[CH2:18][CH2:17]1.[OH-:24].[Na+:25]. (2) Given the product [CH2:19]([N:21]([S:22]([C:25]1[CH:26]=[CH:27][C:28]([F:31])=[CH:29][CH:30]=1)(=[O:24])=[O:23])[CH2:32][C:33]([NH:16][CH2:15][C:12]1[CH:13]=[CH:14][C:9]([C:5]2[CH:6]=[CH:7][CH:8]=[C:3]([C:2]([F:17])([F:18])[F:1])[CH:4]=2)=[CH:10][CH:11]=1)=[O:34])[CH3:20], predict the reactants needed to synthesize it. The reactants are: [F:1][C:2]([F:18])([F:17])[C:3]1[CH:4]=[C:5]([C:9]2[CH:14]=[CH:13][C:12]([CH2:15][NH2:16])=[CH:11][CH:10]=2)[CH:6]=[CH:7][CH:8]=1.[CH2:19]([N:21]([CH2:32][C:33](O)=[O:34])[S:22]([C:25]1[CH:30]=[CH:29][C:28]([F:31])=[CH:27][CH:26]=1)(=[O:24])=[O:23])[CH3:20].CN(C(ON1N=NC2C=CC=NC1=2)=[N+](C)C)C.F[P-](F)(F)(F)(F)F.C(N(CC)C(C)C)(C)C.OS([O-])(=O)=O.[K+].